Dataset: Reaction yield outcomes from USPTO patents with 853,638 reactions. Task: Predict the reaction yield, written as a fraction of the theoretical maximum amount of product (1.0 means a 100% yield; for example, 0.34 means a 34% yield). The reactants are [CH3:1][O:2][C:3]1[CH:4]=[C:5]2[C:10](=[CH:11][C:12]=1[O:13][CH2:14][CH2:15][O:16][CH3:17])[N:9]=[CH:8][NH:7][C:6]2=O.O=P(Cl)(Cl)[Cl:21]. The catalyst is C1(C)C=CC=CC=1. The product is [Cl:21][C:6]1[C:5]2[C:10](=[CH:11][C:12]([O:13][CH2:14][CH2:15][O:16][CH3:17])=[C:3]([O:2][CH3:1])[CH:4]=2)[N:9]=[CH:8][N:7]=1. The yield is 0.960.